From a dataset of TCR-epitope binding with 47,182 pairs between 192 epitopes and 23,139 TCRs. Binary Classification. Given a T-cell receptor sequence (or CDR3 region) and an epitope sequence, predict whether binding occurs between them. (1) The epitope is KRWIILGLNK. The TCR CDR3 sequence is CTSSLGTSSYEQYF. Result: 1 (the TCR binds to the epitope). (2) The epitope is TTLPVNVAF. The TCR CDR3 sequence is CASSAGDIQYF. Result: 0 (the TCR does not bind to the epitope). (3) The epitope is LPAADLDDF. The TCR CDR3 sequence is CASSYSMPSGDPRRGEQFF. Result: 1 (the TCR binds to the epitope). (4) The epitope is PKYVKQNTLKLAT. The TCR CDR3 sequence is CASSQEEGGQPQHF. Result: 1 (the TCR binds to the epitope). (5) The epitope is FRYMNSQGL. The TCR CDR3 sequence is CASSFYPGKLFF. Result: 0 (the TCR does not bind to the epitope). (6) Result: 0 (the TCR does not bind to the epitope). The TCR CDR3 sequence is CASSPTDSPYGQFF. The epitope is IVDTVSALV.